This data is from Reaction yield outcomes from USPTO patents with 853,638 reactions. The task is: Predict the reaction yield, written as a fraction of the theoretical maximum amount of product (1.0 means a 100% yield; for example, 0.34 means a 34% yield). (1) The reactants are [CH2:1]([OH:4])[CH2:2][OH:3].[Cl:5][CH2:6][C:7]([OH:9])=O. The catalyst is C1(C)C=CC=CC=1.C1(C)C=CC(S(O)(=O)=O)=CC=1. The product is [Cl:5][CH2:6][C:7]([O:3][CH2:2][CH2:1][O:4][C:7](=[O:9])[CH2:6][Cl:5])=[O:9]. The yield is 0.698. (2) The reactants are [CH2:1]([O:8][CH2:9][CH2:10][CH2:11][C:12]([OH:14])=O)[C:2]1[CH:7]=[CH:6][CH:5]=[CH:4][CH:3]=1.CCN(CC)CC.CN(C(ON1N=NC2C=CC=CC1=2)=[N+](C)C)C.[B-](F)(F)(F)F.C([O-])(=O)C.[O:48]=[C:49]1[C@@H:52]([NH3+:53])[CH2:51][NH:50]1. The catalyst is C(Cl)Cl. The product is [CH2:1]([O:8][CH2:9][CH2:10][CH2:11][C:12]([NH:53][C@H:52]1[CH2:51][NH:50][C:49]1=[O:48])=[O:14])[C:2]1[CH:3]=[CH:4][CH:5]=[CH:6][CH:7]=1. The yield is 0.230.